This data is from Full USPTO retrosynthesis dataset with 1.9M reactions from patents (1976-2016). The task is: Predict the reactants needed to synthesize the given product. (1) Given the product [C:21]([NH:20][C:16]1[CH:15]=[C:14]([CH:11]2[CH2:12][CH2:13][N:8]([CH2:7][CH2:6][CH2:5][CH2:4][CH2:3][CH2:2][NH:1][C:36]([C:27]3[CH:28]=[CH:29][C:30]4[C:35](=[CH:34][CH:33]=[CH:32][CH:31]=4)[CH:26]=3)=[O:37])[CH2:9][CH2:10]2)[CH:19]=[CH:18][CH:17]=1)(=[O:25])[CH:22]([CH3:23])[CH3:24], predict the reactants needed to synthesize it. The reactants are: [NH2:1][CH2:2][CH2:3][CH2:4][CH2:5][CH2:6][CH2:7][N:8]1[CH2:13][CH2:12][CH:11]([C:14]2[CH:15]=[C:16]([NH:20][C:21](=[O:25])[CH:22]([CH3:24])[CH3:23])[CH:17]=[CH:18][CH:19]=2)[CH2:10][CH2:9]1.[CH:26]1[C:35]2[C:30](=[CH:31][CH:32]=[CH:33][CH:34]=2)[CH:29]=[CH:28][C:27]=1[C:36](Cl)=[O:37]. (2) The reactants are: [H-].[Na+].[CH3:3][O:4][C:5]1[N:10]=[C:9]2[NH:11][CH:12]=[C:13]([C:14]3[CH:19]=[CH:18][CH:17]=[CH:16][CH:15]=3)[C:8]2=[C:7]([C:20]([F:23])([F:22])[F:21])[CH:6]=1.[CH3:24]I.[NH4+].[Cl-]. Given the product [CH3:3][O:4][C:5]1[N:10]=[C:9]2[N:11]([CH3:24])[CH:12]=[C:13]([C:14]3[CH:19]=[CH:18][CH:17]=[CH:16][CH:15]=3)[C:8]2=[C:7]([C:20]([F:23])([F:21])[F:22])[CH:6]=1, predict the reactants needed to synthesize it. (3) Given the product [Cl:1][CH2:2][CH2:3][CH2:4][CH2:5][N:6]1[C:7]2[C:16]3[CH:15]=[CH:14][CH:13]=[CH:12][C:11]=3[N:10]=[CH:9][C:8]=2[N:17]=[C:18]1[CH2:19][CH3:20], predict the reactants needed to synthesize it. The reactants are: [Cl:1][CH2:2][CH2:3][CH2:4][CH2:5][NH:6][C:7]1[C:16]2[C:11](=[CH:12][CH:13]=[CH:14][CH:15]=2)[N:10]=[CH:9][C:8]=1[NH2:17].[C:18](OC)(OC)(OC)[CH2:19][CH3:20].Cl.N1C=CC=CC=1. (4) Given the product [CH3:1][C:2]1[C:10]([CH3:11])=[CH:9][C:5]2[N:6]([CH2:19][C:18]3[CH:21]=[CH:22][C:15]([N+:12]([O-:14])=[O:13])=[CH:16][CH:17]=3)[CH:7]=[N:8][C:4]=2[CH:3]=1, predict the reactants needed to synthesize it. The reactants are: [CH3:1][C:2]1[C:10]([CH3:11])=[CH:9][C:5]2[NH:6][CH:7]=[N:8][C:4]=2[CH:3]=1.[N+:12]([C:15]1[CH:22]=[CH:21][C:18]([CH2:19]Br)=[CH:17][CH:16]=1)([O-:14])=[O:13].C(=O)([O-])[O-].[K+].[K+].CN(C)C=O. (5) Given the product [CH2:18]([C:11]1[C:10](=[O:12])[C:9]2[C:4]([C:3](=[O:13])[C:2]=1[OH:1])=[CH:5][CH:6]=[CH:7][CH:8]=2)/[CH:19]=[C:20](/[CH2:22][CH2:23][CH:24]=[C:25]([CH3:27])[CH3:26])\[CH3:21], predict the reactants needed to synthesize it. The reactants are: [OH:1][C:2]1[C:3](=[O:13])[C:4]2[C:9]([C:10](=[O:12])[CH:11]=1)=[CH:8][CH:7]=[CH:6][CH:5]=2.[H-].[Li+].[H][H].[CH2:18](Br)/[CH:19]=[C:20](/[CH2:22][CH2:23][CH:24]=[C:25]([CH3:27])[CH3:26])\[CH3:21].[Li+].[I-].Cl. (6) The reactants are: O[C:2]1[N:3]=[C:4]2[CH:12]=[C:11](/[CH:13]=[CH:14]/[C:15]3[S:16][CH:17]=[C:18]([CH:20]([CH3:22])[CH3:21])[N:19]=3)[CH:10]=[CH:9][N:5]2[C:6](=[O:8])[CH:7]=1.CN(C)C=O.C1(C)C=CC(S(Cl)(=O)=O)=CC=1.[OH:39][CH:40]1[CH2:45][CH2:44][CH2:43][NH:42][CH2:41]1. Given the product [OH:39][CH:40]1[CH2:45][CH2:44][CH2:43][N:42]([C:2]2[N:3]=[C:4]3[CH:12]=[C:11](/[CH:13]=[CH:14]/[C:15]4[S:16][CH:17]=[C:18]([CH:20]([CH3:22])[CH3:21])[N:19]=4)[CH:10]=[CH:9][N:5]3[C:6](=[O:8])[CH:7]=2)[CH2:41]1, predict the reactants needed to synthesize it.